Dataset: Full USPTO retrosynthesis dataset with 1.9M reactions from patents (1976-2016). Task: Predict the reactants needed to synthesize the given product. The reactants are: [CH2:1]([O:3][C:4]1[C:5]([C:15]([F:18])([F:17])[F:16])=[CH:6][C:7]([N+:12]([O-])=O)=[C:8]([CH:11]=1)[C:9]#[N:10])[CH3:2]. Given the product [NH2:12][C:7]1[CH:6]=[C:5]([C:15]([F:17])([F:18])[F:16])[C:4]([O:3][CH2:1][CH3:2])=[CH:11][C:8]=1[C:9]#[N:10], predict the reactants needed to synthesize it.